This data is from Reaction yield outcomes from USPTO patents with 853,638 reactions. The task is: Predict the reaction yield, written as a fraction of the theoretical maximum amount of product (1.0 means a 100% yield; for example, 0.34 means a 34% yield). (1) The catalyst is C(O)(=O)C. The reactants are [F:1][C:2]1[CH:18]=[C:17]([C:19]([F:22])([F:21])[F:20])[CH:16]=[CH:15][C:3]=1[C:4]([NH:6][C:7]1[CH:12]=[CH:11][N:10]=[C:9]([O:13]C)[CH:8]=1)=[O:5].Br. The yield is 0.760. The product is [F:1][C:2]1[CH:18]=[C:17]([C:19]([F:22])([F:20])[F:21])[CH:16]=[CH:15][C:3]=1[C:4]([NH:6][C:7]1[CH:12]=[CH:11][NH:10][C:9](=[O:13])[CH:8]=1)=[O:5]. (2) The product is [ClH:1].[CH:16]1([C:14](=[O:15])[CH:13]([N:10]2[CH2:11][CH2:12][CH:7]([SH:6])/[C:8](=[CH:26]/[C:27]3[N:31]([CH2:32][CH2:33][CH2:34][C:35]([O:37][CH2:38][CH3:39])=[O:36])[N:30]=[N:29][CH:28]=3)/[CH2:9]2)[C:19]2[CH:24]=[CH:23][CH:22]=[CH:21][C:20]=2[F:25])[CH2:17][CH2:18]1. The yield is 0.540. The catalyst is C(O)C. The reactants are [ClH:1].Cl.C([S:6][CH:7]1[CH2:12][CH2:11][N:10]([CH:13]([C:19]2[CH:24]=[CH:23][CH:22]=[CH:21][C:20]=2[F:25])[C:14]([CH:16]2[CH2:18][CH2:17]2)=[O:15])[CH2:9]/[C:8]/1=[CH:26]\[C:27]1[N:31]([CH2:32][CH2:33][CH2:34][C:35]([O:37][CH2:38][CH3:39])=[O:36])[N:30]=[N:29][CH:28]=1)(=O)C.C(OCC)(=O)C.C(=O)([O-])O.[Na+]. (3) The reactants are [Br:1][C:2]1[CH:7]=[CH:6][C:5]([CH:8](O)[CH3:9])=[C:4]([F:11])[CH:3]=1.P(Br)(Br)[Br:13]. The catalyst is ClCCl. The product is [Br:1][C:2]1[CH:7]=[CH:6][C:5]([CH:8]([Br:13])[CH3:9])=[C:4]([F:11])[CH:3]=1. The yield is 0.583. (4) The reactants are [Cl:1][C:2]1[C:7]([Cl:8])=[CH:6][CH:5]=[CH:4][C:3]=1[NH:9][C:10](=[O:46])[NH:11][C:12]1[N:16]([C:17]2[CH:18]=[C:19]3[C:24](=[CH:25][CH:26]=2)[CH2:23][N:22](C(OC(C)(C)C)=O)[CH:21]([C:34]([O:36]CC)=[O:35])[CH2:20]3)[N:15]=[C:14]([C:39]2[CH:44]=[CH:43][CH:42]=[CH:41][C:40]=2[F:45])[CH:13]=1.Cl. The catalyst is C1COCC1. The product is [ClH:1].[Cl:1][C:2]1[C:7]([Cl:8])=[CH:6][CH:5]=[CH:4][C:3]=1[NH:9][C:10](=[O:46])[NH:11][C:12]1[N:16]([C:17]2[CH:18]=[C:19]3[C:24](=[CH:25][CH:26]=2)[CH2:23][NH:22][CH:21]([C:34]([OH:36])=[O:35])[CH2:20]3)[N:15]=[C:14]([C:39]2[CH:44]=[CH:43][CH:42]=[CH:41][C:40]=2[F:45])[CH:13]=1. The yield is 0.350. (5) The reactants are Br[C:2]1[CH:7]=[CH:6][CH:5]=[C:4]([Br:8])[C:3]=1[Cl:9].C[Si](C)(C)[C:12]#[C:13][CH3:14].[F-].C([N+](CCCC)(CCCC)CCCC)CCC.C(NC(C)C)(C)C. The catalyst is [Cu](I)I.C1C=CC(P(C2C=CC=CC=2)[C-]2C=CC=C2)=CC=1.C1C=CC(P(C2C=CC=CC=2)[C-]2C=CC=C2)=CC=1.Cl[Pd]Cl.[Fe+2].C(Cl)Cl.CN(C=O)C. The product is [Br:8][C:4]1[CH:5]=[CH:6][CH:7]=[C:2]([C:12]#[C:13][CH3:14])[C:3]=1[Cl:9]. The yield is 0.220.